Task: Predict the reaction yield, written as a fraction of the theoretical maximum amount of product (1.0 means a 100% yield; for example, 0.34 means a 34% yield).. Dataset: Reaction yield outcomes from USPTO patents with 853,638 reactions (1) The reactants are [C:1]([NH:5][CH2:6][CH2:7][C:8](N(OC)C)=[O:9])([CH3:4])([CH3:3])[CH3:2].[CH:14]([Mg]Br)=[CH2:15]. The catalyst is C1COCC1. The product is [C:1]([N:5]1[CH2:15][CH2:14][C:8](=[O:9])[CH2:7][CH2:6]1)([CH3:4])([CH3:3])[CH3:2]. The yield is 0.320. (2) The reactants are [C:1]([O:8][CH2:9][CH3:10])(=[O:7])[C:2]([O:4]CC)=O.[C:11]1([C:17](=[O:19])[CH3:18])[CH:16]=[CH:15][CH:14]=[CH:13][CH:12]=1.[H-].[Na+].Cl. The catalyst is CN(C=O)C.O. The product is [CH2:9]([O:8][C:1](=[O:7])[C:2](=[O:4])[CH2:18][C:17](=[O:19])[C:11]1[CH:16]=[CH:15][CH:14]=[CH:13][CH:12]=1)[CH3:10]. The yield is 0.426. (3) The reactants are CS(O[CH2:6][CH2:7][C:8]1[CH:9]=[N:10][N:11]([C:13]2[CH:18]=[C:17]([C:19]#[N:20])[CH:16]=[CH:15][N:14]=2)[CH:12]=1)(=O)=O.[F:21][C:22]1[CH:30]=[CH:29][C:25]([CH2:26][NH:27][CH3:28])=[CH:24][CH:23]=1.C([O-])([O-])=O.[K+].[K+]. The catalyst is C(#N)C. The product is [F:21][C:22]1[CH:30]=[CH:29][C:25]([CH2:26][N:27]([CH3:28])[CH2:6][CH2:7][C:8]2[CH:9]=[N:10][N:11]([C:13]3[CH:18]=[C:17]([C:19]#[N:20])[CH:16]=[CH:15][N:14]=3)[CH:12]=2)=[CH:24][CH:23]=1. The yield is 0.500. (4) The reactants are [CH3:1][S:2][C:3]1[CH:13]=[CH:12][C:6]([C:7]([O:9][CH2:10][CH3:11])=[O:8])=[C:5]([O:14][CH2:15][CH3:16])[CH:4]=1.ClC1C=C(C=CC=1)C(OO)=[O:22].C(OCC)(=O)C. The catalyst is C(Cl)Cl. The product is [CH2:15]([O:14][C:5]1[CH:4]=[C:3]([S:2]([CH3:1])=[O:22])[CH:13]=[CH:12][C:6]=1[C:7]([O:9][CH2:10][CH3:11])=[O:8])[CH3:16]. The yield is 0.580. (5) The reactants are [C:1](=[O:21])([O:19][CH3:20])[O:2][C:3]1[CH:8]=[C:7]([N+:9]([O-])=O)[C:6]([C:12]#[C:13][CH2:14][N:15]([CH3:17])[CH3:16])=[CH:5][C:4]=1[CH3:18].C([O-])([O-])=O.[Na+].[Na+]. The catalyst is C(O)C.C(O)(=O)C.O.[Fe]. The product is [C:1](=[O:21])([O:19][CH3:20])[O:2][C:3]1[CH:8]=[C:7]([NH2:9])[C:6]([C:12]#[C:13][CH2:14][N:15]([CH3:17])[CH3:16])=[CH:5][C:4]=1[CH3:18]. The yield is 0.790. (6) The reactants are C([Li])CCC.C(NC(C)C)(C)C.[CH3:13][O:14][C:15]1[CH:28]=[CH:27][C:18]2[C:19]([CH2:22][C:23]([O:25][CH3:26])=[O:24])=[CH:20][O:21][C:17]=2[CH:16]=1.[C:29](OC(=O)C)(=[O:31])[CH3:30].[Cl-].[NH4+]. The catalyst is O1CCCC1. The product is [CH3:13][O:14][C:15]1[CH:28]=[CH:27][C:18]2[C:19]([CH:22]([C:29](=[O:31])[CH3:30])[C:23]([O:25][CH3:26])=[O:24])=[CH:20][O:21][C:17]=2[CH:16]=1. The yield is 0.160.